Dataset: Full USPTO retrosynthesis dataset with 1.9M reactions from patents (1976-2016). Task: Predict the reactants needed to synthesize the given product. Given the product [Cl:1][C:2]1[CH:11]=[C:10]2[C:5]([N:6]=[C:7]([C:15]3[CH2:20][CH2:19][NH:18][CH2:17][CH:16]=3)[C:8]3[N:9]2[CH:12]=[N:13][N:14]=3)=[CH:4][CH:3]=1, predict the reactants needed to synthesize it. The reactants are: [Cl:1][C:2]1[CH:11]=[C:10]2[C:5]([N:6]=[C:7]([C:15]3[CH2:20][CH2:19][N:18](C(OC(C)(C)C)=O)[CH2:17][CH:16]=3)[C:8]3[N:9]2[CH:12]=[N:13][N:14]=3)=[CH:4][CH:3]=1.C(Cl)Cl.FC(F)(F)C(O)=O.